This data is from Full USPTO retrosynthesis dataset with 1.9M reactions from patents (1976-2016). The task is: Predict the reactants needed to synthesize the given product. (1) Given the product [CH2:17]([O:24][N:25]1[C:31](=[O:32])[N:30]2[CH2:33][C@H:26]1[CH2:27][CH2:28][C@H:29]2[C:34]([NH:36][NH:37][C:7]([N:1]1[CH2:6][CH2:5][O:4][CH2:3][CH2:2]1)=[O:8])=[O:35])[C:18]1[CH:23]=[CH:22][CH:21]=[CH:20][CH:19]=1, predict the reactants needed to synthesize it. The reactants are: [N:1]1([C:7](Cl)=[O:8])[CH2:6][CH2:5][O:4][CH2:3][CH2:2]1.N1C=CC=CC=1.Cl.[CH2:17]([O:24][N:25]1[C:31](=[O:32])[N:30]2[CH2:33][C@H:26]1[CH2:27][CH2:28][C@H:29]2[C:34]([NH:36][NH2:37])=[O:35])[C:18]1[CH:23]=[CH:22][CH:21]=[CH:20][CH:19]=1. (2) Given the product [CH:25]1([C:20]2[N:17]=[C:35]([OH:37])[C:34]3[C:33](=[CH:42][CH:41]=[CH:40][CH:39]=3)[N:32]=2)[CH2:24][CH2:23][CH2:22]1, predict the reactants needed to synthesize it. The reactants are: C1(C2N=[C:20]([N:17]3CC[N:17]([C:20]4[CH:25]=[CH:24][CH:23]=[CH:22]C=4OC)CC3)[C:25]3C(=C[C:22](OC)=[C:23](OC)[CH:24]=3)N=2)CC1.[NH2:32][C:33]1[CH:42]=[CH:41][CH:40]=[CH:39][C:34]=1[C:35]([O:37]C)=O.C1(C#N)CCC1. (3) Given the product [NH2:1][C:2]1[CH:7]=[CH:6][C:5]([Br:8])=[CH:4][C:3]=1[C:9]([C:11]1[CH:16]=[CH:15][CH:14]=[CH:13][CH:12]=1)=[N:23][S:21]([C:18]([CH3:20])([CH3:19])[CH3:17])=[O:22], predict the reactants needed to synthesize it. The reactants are: [NH2:1][C:2]1[CH:7]=[CH:6][C:5]([Br:8])=[CH:4][C:3]=1[C:9]([C:11]1[CH:16]=[CH:15][CH:14]=[CH:13][CH:12]=1)=O.[CH3:17][C:18]([S:21]([NH2:23])=[O:22])([CH3:20])[CH3:19].O. (4) Given the product [CH2:1]([O:8][C@@H:9]1[C@@H:14]([O:15][CH2:16][C:17]2[CH:18]=[CH:19][CH:20]=[CH:21][CH:22]=2)[C@H:13]([O:23][CH2:24][C:25]2[CH:30]=[CH:29][CH:28]=[CH:27][CH:26]=2)[C@@H:12]([CH2:31][O:32][CH2:33][C:34]2[CH:35]=[CH:36][CH:37]=[CH:38][CH:39]=2)[O:11][C@H:10]1[C:40]1[C:48]2[C:43](=[C:44]([Cl:49])[CH:45]=[CH:46][CH:47]=2)[N:42]([CH2:76][C:75]2[CH:78]=[CH:79][C:72]([CH2:71][CH2:70][OH:69])=[CH:73][CH:74]=2)[CH:41]=1)[C:2]1[CH:7]=[CH:6][CH:5]=[CH:4][CH:3]=1, predict the reactants needed to synthesize it. The reactants are: [CH2:1]([O:8][C@@H:9]1[C@@H:14]([O:15][CH2:16][C:17]2[CH:22]=[CH:21][CH:20]=[CH:19][CH:18]=2)[C@H:13]([O:23][CH2:24][C:25]2[CH:30]=[CH:29][CH:28]=[CH:27][CH:26]=2)[C@@H:12]([CH2:31][O:32][CH2:33][C:34]2[CH:39]=[CH:38][CH:37]=[CH:36][CH:35]=2)[O:11][C@H:10]1[C:40]1[C:48]2[C:43](=[C:44]([Cl:49])[CH:45]=[CH:46][CH:47]=2)[NH:42][CH:41]=1)[C:2]1[CH:7]=[CH:6][CH:5]=[CH:4][CH:3]=1.[H-].[Na+].[Si]([O:69][CH2:70][CH2:71][C:72]1[CH:79]=[CH:78][C:75]([CH2:76]Br)=[CH:74][CH:73]=1)(C(C)(C)C)(C1C=CC=CC=1)C1C=CC=CC=1.O. (5) Given the product [Cl:8][C:9]1[N:10]=[N:11][C:12]([N:15]2[CH2:16][CH2:17][N:18]([C:25]([C:24]3[CH:28]=[CH:29][CH:30]=[CH:31][C:23]=3[C:22]([F:21])([F:32])[F:33])=[O:26])[CH2:19][CH2:20]2)=[CH:13][CH:14]=1, predict the reactants needed to synthesize it. The reactants are: C(N(CC)CC)C.[Cl:8][C:9]1[N:10]=[N:11][C:12]([N:15]2[CH2:20][CH2:19][NH:18][CH2:17][CH2:16]2)=[CH:13][CH:14]=1.[F:21][C:22]([F:33])([F:32])[C:23]1[CH:31]=[CH:30][CH:29]=[CH:28][C:24]=1[C:25](Cl)=[O:26]. (6) Given the product [C:1]([N:4]1[CH2:9][CH2:8][N:7]([C:10]2[CH:11]=[CH:12][C:13]([NH:16][C:17]([C:18]3[O:19][C:33]([NH:32][C:28]4[CH:29]=[CH:30][CH:31]=[C:26]([O:25][CH2:23][CH3:24])[CH:27]=4)=[N:21][N:20]=3)=[O:22])=[CH:14][CH:15]=2)[CH2:6][CH2:5]1)(=[O:3])[CH3:2], predict the reactants needed to synthesize it. The reactants are: [C:1]([N:4]1[CH2:9][CH2:8][N:7]([C:10]2[CH:15]=[CH:14][C:13]([NH:16][C:17](=[O:22])[C:18]([NH:20][NH2:21])=[O:19])=[CH:12][CH:11]=2)[CH2:6][CH2:5]1)(=[O:3])[CH3:2].[CH2:23]([O:25][C:26]1[CH:27]=[C:28]([NH:32][C:33](=S)OC2C(F)=C(F)C(F)=C(F)C=2F)[CH:29]=[CH:30][CH:31]=1)[CH3:24].C1N=CN(C(N2C=NC=C2)=O)C=1. (7) The reactants are: C1(C)C=CC(S(Cl)(=O)=O)=CC=1.[CH2:12]([C:16]1[N:17]([CH2:30][CH2:31][CH2:32][NH:33][C:34](=[O:40])[O:35][C:36]([CH3:39])([CH3:38])[CH3:37])[C:18]2[C:27]3[CH:26]=[CH:25][CH:24]=[CH:23][C:22]=3[N+:21]([O-])=[CH:20][C:19]=2[N:29]=1)[CH2:13][CH2:14][CH3:15].O.C(Cl)Cl.[OH-].[NH4+:46]. Given the product [NH2:46][C:20]1[C:19]2[N:29]=[C:16]([CH2:12][CH2:13][CH2:14][CH3:15])[N:17]([CH2:30][CH2:31][CH2:32][NH:33][C:34](=[O:40])[O:35][C:36]([CH3:39])([CH3:38])[CH3:37])[C:18]=2[C:27]2[CH:26]=[CH:25][CH:24]=[CH:23][C:22]=2[N:21]=1, predict the reactants needed to synthesize it. (8) The reactants are: Cl.[CH3:2][N:3]([CH3:10])[CH2:4][CH:5]=[CH:6][C:7](O)=[O:8].C(Cl)(=O)C(Cl)=O.N#N.[NH2:19][C:20]1[N:28]=[CH:27][N:26]=[C:25]2[C:21]=1[N:22]([C:37]1[CH:42]=[CH:41][C:40]([O:43][C:44]3[CH:49]=[CH:48][CH:47]=[CH:46][CH:45]=3)=[CH:39][CH:38]=1)[C:23](=[O:36])[N:24]2[C:29]1[CH:34]=[CH:33][CH:32]=[C:31]([NH2:35])[CH:30]=1. Given the product [NH2:19][C:20]1[N:28]=[CH:27][N:26]=[C:25]2[C:21]=1[N:22]([C:37]1[CH:42]=[CH:41][C:40]([O:43][C:44]3[CH:45]=[CH:46][CH:47]=[CH:48][CH:49]=3)=[CH:39][CH:38]=1)[C:23](=[O:36])[N:24]2[C:29]1[CH:30]=[C:31]([NH:35][C:7](=[O:8])/[CH:6]=[CH:5]/[CH2:4][N:3]([CH3:10])[CH3:2])[CH:32]=[CH:33][CH:34]=1, predict the reactants needed to synthesize it. (9) Given the product [CH3:19][C:20]1[CH:21]=[C:22]([N:27]2[CH2:28][CH2:29][N:30]([CH2:17][CH2:16][CH2:15][C:9]3[CH:10]=[C:11]([CH2:12][CH2:13][CH3:14])[N:7]([C:1]4[CH:6]=[CH:5][CH:4]=[CH:3][CH:2]=4)[N:8]=3)[CH2:31][CH2:32]2)[CH:23]=[CH:24][C:25]=1[CH3:26], predict the reactants needed to synthesize it. The reactants are: [C:1]1([N:7]2[C:11]([CH2:12][CH2:13][CH3:14])=[CH:10][C:9]([CH2:15][CH2:16][CH:17]=O)=[N:8]2)[CH:6]=[CH:5][CH:4]=[CH:3][CH:2]=1.[CH3:19][C:20]1[CH:21]=[C:22]([N:27]2[CH2:32][CH2:31][NH:30][CH2:29][CH2:28]2)[CH:23]=[CH:24][C:25]=1[CH3:26].CCN(C(C)C)C(C)C.[BH-](OC(C)=O)(OC(C)=O)OC(C)=O.[Na+]. (10) Given the product [Cl:1][C:2]1[CH:3]=[C:4]([C:29]2[CH:34]=[CH:33][CH:32]=[CH:31][C:30]=2[CH2:35][CH2:36][NH:37][C:38](=[O:41])[CH2:39][CH3:40])[CH:5]=[CH:6][C:7]=1[C@H:8]1[C@H:13]([C:14]2[CH:19]=[CH:18][N:17]([CH3:20])[C:16](=[O:21])[CH:15]=2)[CH2:12][CH2:11][NH:10][CH2:9]1, predict the reactants needed to synthesize it. The reactants are: [Cl:1][C:2]1[CH:3]=[C:4]([C:29]2[CH:34]=[CH:33][CH:32]=[CH:31][C:30]=2[CH2:35][CH2:36][NH:37][C:38](=[O:41])[CH2:39][CH3:40])[CH:5]=[CH:6][C:7]=1[C@H:8]1[C@H:13]([C:14]2[CH:19]=[CH:18][N:17]([CH3:20])[C:16](=[O:21])[CH:15]=2)[CH2:12][CH2:11][N:10](C(OC(C)(C)C)=O)[CH2:9]1.Cl.O1CCOCC1.